Dataset: Forward reaction prediction with 1.9M reactions from USPTO patents (1976-2016). Task: Predict the product of the given reaction. (1) Given the reactants [Cl:1][C:2]1[CH:3]=[C:4]([C:9]2([C:26]([F:29])([F:28])[F:27])[CH2:13][C:12]([C:14]3[C:23]4[C:18](=[CH:19][CH:20]=[CH:21][CH:22]=4)[C:17]([CH2:24][NH2:25])=[CH:16][CH:15]=3)=[N:11][CH2:10]2)[CH:5]=[C:6]([Cl:8])[CH:7]=1.[C:30](OC(=O)C)(=[O:32])[CH3:31], predict the reaction product. The product is: [Cl:1][C:2]1[CH:3]=[C:4]([C:9]2([C:26]([F:28])([F:29])[F:27])[CH2:13][C:12]([C:14]3[C:23]4[C:18](=[CH:19][CH:20]=[CH:21][CH:22]=4)[C:17]([CH2:24][NH:25][C:30](=[O:32])[CH3:31])=[CH:16][CH:15]=3)=[N:11][CH2:10]2)[CH:5]=[C:6]([Cl:8])[CH:7]=1. (2) Given the reactants S(Cl)(Cl)=O.[F:5][C:6]([F:18])([F:17])[C:7]1[CH:8]=[C:9]([OH:16])[C:10](=[CH:14][CH:15]=1)[C:11](O)=[O:12].[NH3:19].Cl, predict the reaction product. The product is: [OH:16][C:9]1[CH:8]=[C:7]([C:6]([F:18])([F:17])[F:5])[CH:15]=[CH:14][C:10]=1[C:11]([NH2:19])=[O:12].